Dataset: Catalyst prediction with 721,799 reactions and 888 catalyst types from USPTO. Task: Predict which catalyst facilitates the given reaction. (1) Reactant: [O:1]([CH2:8][C:9]1[N:13]([CH2:14][C:15]2[CH:20]=[CH:19][C:18]([O:21][C:22]([F:25])([F:24])[F:23])=[CH:17][CH:16]=2)[C:12]2[CH:26]=[CH:27][C:28]([C:30](O)=[O:31])=[CH:29][C:11]=2[N:10]=1)[C:2]1[CH:7]=[CH:6][CH:5]=[CH:4][CH:3]=1.CC(C)N=C=NC(C)C.[CH3:42][O:43][C:44]1[CH:45]=[C:46]([CH:50]=[CH:51][CH:52]=1)[CH2:47][CH2:48][NH2:49]. Product: [CH3:42][O:43][C:44]1[CH:45]=[C:46]([CH2:47][CH2:48][NH:49][C:30]([C:28]2[CH:27]=[CH:26][C:12]3[N:13]([CH2:14][C:15]4[CH:16]=[CH:17][C:18]([O:21][C:22]([F:25])([F:24])[F:23])=[CH:19][CH:20]=4)[C:9]([CH2:8][O:1][C:2]4[CH:3]=[CH:4][CH:5]=[CH:6][CH:7]=4)=[N:10][C:11]=3[CH:29]=2)=[O:31])[CH:50]=[CH:51][CH:52]=1. The catalyst class is: 1. (2) Reactant: [Cl:1][C:2]1[C:3]([CH:8]([C:10]2[CH:11]=[N:12][CH:13]=[CH:14][CH:15]=2)[OH:9])=[N:4][CH:5]=[CH:6][N:7]=1. Product: [Cl:1][C:2]1[C:3]([C:8]([C:10]2[CH:11]=[N:12][CH:13]=[CH:14][CH:15]=2)=[O:9])=[N:4][CH:5]=[CH:6][N:7]=1. The catalyst class is: 784. (3) Reactant: [C:1]1([C@H:11]([NH:13][C@H:14]2[CH2:19][CH2:18][CH2:17][NH:16][CH2:15]2)[CH3:12])[C:10]2[C:5](=[CH:6][CH:7]=[CH:8][CH:9]=2)[CH:4]=[CH:3][CH:2]=1.[ClH:20]. Product: [ClH:20].[ClH:20].[C:1]1([C@H:11]([NH:13][C@H:14]2[CH2:19][CH2:18][CH2:17][NH:16][CH2:15]2)[CH3:12])[C:10]2[C:5](=[CH:6][CH:7]=[CH:8][CH:9]=2)[CH:4]=[CH:3][CH:2]=1. The catalyst class is: 125. (4) Reactant: [CH:1]1[C:14]2[S:13][C:12]3[C:7](=[CH:8][CH:9]=[CH:10][CH:11]=3)[S:6][C:5]=2[CH:4]=[CH:3][CH:2]=1.[Li]C(C)(C)C.CC[Mg+].[Br-].[O:24]=O. Product: [C:11]1([OH:24])[C:12]2[S:13][C:14]3[C:5](=[CH:4][CH:3]=[CH:2][CH:1]=3)[S:6][C:7]=2[CH:8]=[CH:9][CH:10]=1. The catalyst class is: 1.